This data is from Peptide-MHC class I binding affinity with 185,985 pairs from IEDB/IMGT. The task is: Regression. Given a peptide amino acid sequence and an MHC pseudo amino acid sequence, predict their binding affinity value. This is MHC class I binding data. (1) The peptide sequence is SFFGPIGKL. The MHC is HLA-A68:02 with pseudo-sequence HLA-A68:02. The binding affinity (normalized) is 0.0667. (2) The peptide sequence is NIIKNKKSI. The MHC is HLA-A68:02 with pseudo-sequence HLA-A68:02. The binding affinity (normalized) is 0.00646.